This data is from Forward reaction prediction with 1.9M reactions from USPTO patents (1976-2016). The task is: Predict the product of the given reaction. (1) Given the reactants [F:1][C:2]([C:5]1[O:9][C:8]([CH2:10][N:11]2[CH:15]=[CH:14][C:13]([NH2:16])=[N:12]2)=[CH:7][CH:6]=1)([F:4])[CH3:3].[C:17]1([CH3:28])[CH:22]=[CH:21][CH:20]=[C:19](/[CH:23]=[CH:24]/[C:25](O)=[O:26])[CH:18]=1, predict the reaction product. The product is: [F:4][C:2]([C:5]1[O:9][C:8]([CH2:10][N:11]2[CH:15]=[CH:14][C:13]([NH:16][C:25](=[O:26])/[CH:24]=[CH:23]/[C:19]3[CH:18]=[C:17]([CH3:28])[CH:22]=[CH:21][CH:20]=3)=[N:12]2)=[CH:7][CH:6]=1)([F:1])[CH3:3]. (2) The product is: [OH:19][CH:20]([C:31]1[C:32]([C:46]2[CH:51]=[CH:50][CH:49]=[CH:48][CH:47]=2)=[N:33][N:34]2[CH:39]=[C:38]([S:44][CH3:45])[CH:37]=[CH:36][C:35]=12)[C:21]1[N:26]=[C:25]([C:27]([O:29][CH3:30])=[O:28])[CH:24]=[CH:23][CH:22]=1. Given the reactants [F-].C([N+](CCCC)(CCCC)CCCC)CCC.[OH:19][CH:20]([C:31]1[C:32]([C:46]2[CH:51]=[CH:50][CH:49]=[CH:48][CH:47]=2)=[N:33][N:34]2[C:39]([Si](C)(C)C)=[C:38]([S:44][CH3:45])[CH:37]=[CH:36][C:35]=12)[C:21]1[N:26]=[C:25]([C:27]([O:29][CH3:30])=[O:28])[CH:24]=[CH:23][CH:22]=1.[Cl-].[NH4+], predict the reaction product.